Dataset: Forward reaction prediction with 1.9M reactions from USPTO patents (1976-2016). Task: Predict the product of the given reaction. (1) Given the reactants [CH2:1]([O:3][C:4]([C:6]1[C:11]([NH2:12])=[CH:10][CH:9]=[C:8]([Cl:13])[N:7]=1)=[O:5])[CH3:2].Br[C:15]1[CH:16]=[N:17][CH:18]=[N:19][CH:20]=1.C(=O)([O-])[O-].[K+].[K+].O.C1(P(C2C=CC=CC=2)C2C3OC4C(=CC=CC=4P(C4C=CC=CC=4)C4C=CC=CC=4)C(C)(C)C=3C=CC=2)C=CC=CC=1, predict the reaction product. The product is: [CH2:1]([O:3][C:4]([C:6]1[C:11]([NH:12][C:15]2[CH:16]=[N:17][CH:18]=[N:19][CH:20]=2)=[CH:10][CH:9]=[C:8]([Cl:13])[N:7]=1)=[O:5])[CH3:2]. (2) Given the reactants [Cl:1][C:2]1[CH:7]=[CH:6][C:5]([O:8][C:9]2[CH:14]=[CH:13][C:12]([CH2:15][CH2:16][O:17][C:18]3[CH:23]=[CH:22][NH:21][C:20](=[O:24])[N:19]=3)=[CH:11][CH:10]=2)=[CH:4][C:3]=1[C:25]([F:28])([F:27])[F:26].Cl.Cl[CH2:31][C:32]1[CH:33]=[N:34][N:35]([CH3:37])[CH:36]=1, predict the reaction product. The product is: [Cl:1][C:2]1[CH:7]=[CH:6][C:5]([O:8][C:9]2[CH:10]=[CH:11][C:12]([CH2:15][CH2:16][O:17][C:18]3[CH:23]=[CH:22][N:21]([CH2:31][C:32]4[CH:33]=[N:34][N:35]([CH3:37])[CH:36]=4)[C:20](=[O:24])[N:19]=3)=[CH:13][CH:14]=2)=[CH:4][C:3]=1[C:25]([F:26])([F:28])[F:27]. (3) Given the reactants Br[C:2]1[N:3]=[C:4]2[C:10]([C:11](=[O:16])[C:12]([CH3:15])([CH3:14])[CH3:13])=[CH:9][NH:8][C:5]2=[N:6][CH:7]=1.[CH2:17]([C:19]1[CH:20]=[C:21](B(O)O)[CH:22]=[CH:23][CH:24]=1)[CH3:18].C([O-])([O-])=O.[K+].[K+].O1CCOCC1, predict the reaction product. The product is: [CH2:17]([C:19]1[CH:24]=[C:23]([C:2]2[N:3]=[C:4]3[C:10]([C:11](=[O:16])[C:12]([CH3:15])([CH3:14])[CH3:13])=[CH:9][NH:8][C:5]3=[N:6][CH:7]=2)[CH:22]=[CH:21][CH:20]=1)[CH3:18]. (4) Given the reactants [Cl:1][C:2]1[C:3](=[O:26])[N:4]([CH2:11][CH2:12][C:13]2[CH:25]=[CH:24][C:16]([C:17]([O:19][C:20]([CH3:23])([CH3:22])[CH3:21])=[O:18])=[CH:15][CH:14]=2)[C:5]([CH2:9][OH:10])=[C:6]([Cl:8])[CH:7]=1, predict the reaction product. The product is: [Cl:1][C:2]1[C:3](=[O:26])[N:4]([CH2:11][CH2:12][C:13]2[CH:25]=[CH:24][C:16]([C:17]([O:19][C:20]([CH3:21])([CH3:22])[CH3:23])=[O:18])=[CH:15][CH:14]=2)[C:5]([CH:9]=[O:10])=[C:6]([Cl:8])[CH:7]=1. (5) Given the reactants Br[C:2]1[CH:9]=[CH:8][C:5]([CH:6]=[O:7])=[CH:4][CH:3]=1.[CH2:10]([O:12][CH:13]([O:16]CC)[CH:14]=[CH2:15])[CH3:11].N(CCCC)(CCCC)CCCC, predict the reaction product. The product is: [CH:6]([C:5]1[CH:8]=[CH:9][C:2]([CH2:15][CH2:14][C:13]([O:12][CH2:10][CH3:11])=[O:16])=[CH:3][CH:4]=1)=[O:7]. (6) Given the reactants C(OC(=O)[NH:7][C:8]1[CH:13]=[C:12]([CH3:14])[C:11]([Cl:15])=[CH:10][C:9]=1[NH2:16])(C)(C)C.C(O[C:23](=[O:40])[CH2:24][C:25]([C:27]1[CH:32]=[CH:31][N:30]=[C:29]([C:33]2[CH:38]=[CH:37][N:36]=[C:35]([CH3:39])[CH:34]=2)[CH:28]=1)=O)(C)(C)C, predict the reaction product. The product is: [Cl:15][C:11]1[C:12]([CH3:14])=[CH:13][C:8]2[N:7]=[C:25]([C:27]3[CH:32]=[CH:31][N:30]=[C:29]([C:33]4[CH:38]=[CH:37][N:36]=[C:35]([CH3:39])[CH:34]=4)[CH:28]=3)[CH2:24][C:23](=[O:40])[NH:16][C:9]=2[CH:10]=1.